This data is from Reaction yield outcomes from USPTO patents with 853,638 reactions. The task is: Predict the reaction yield, written as a fraction of the theoretical maximum amount of product (1.0 means a 100% yield; for example, 0.34 means a 34% yield). (1) The reactants are [CH2:1]([O:3][C:4]([C:6]1[C:15]2[C:10](=[CH:11][C:12]([O:18][CH3:19])=[C:13]([O:16][CH3:17])[CH:14]=2)[CH2:9][CH2:8][N:7]=1)=[O:5])[CH3:2]. The catalyst is [Pd]. The product is [CH2:1]([O:3][C:4]([C:6]1[C:15]2[C:10](=[CH:11][C:12]([O:18][CH3:19])=[C:13]([O:16][CH3:17])[CH:14]=2)[CH:9]=[CH:8][N:7]=1)=[O:5])[CH3:2]. The yield is 0.980. (2) The reactants are [CH3:1][C:2]1[S:3][CH:4]=[CH:5][C:6]=1[C:7](=[O:9])[CH3:8].[BH4-].[Na+].O. The catalyst is C(O)C. The product is [CH3:1][C:2]1[S:3][CH:4]=[CH:5][C:6]=1[CH:7]([OH:9])[CH3:8]. The yield is 0.820. (3) The reactants are [F:1][C:2]1[CH:3]=[CH:4][C:5]([CH3:19])=[C:6]([C:8]2[CH:17]=[C:16]3[C:11]([CH:12]=[C:13]([NH2:18])[N:14]=[CH:15]3)=[CH:10][CH:9]=2)[CH:7]=1.[CH3:20][S:21](Cl)(=[O:23])=[O:22].O. The catalyst is N1C=CC=CC=1. The product is [F:1][C:2]1[CH:3]=[CH:4][C:5]([CH3:19])=[C:6]([C:8]2[CH:17]=[C:16]3[C:11]([CH:12]=[C:13]([NH:18][S:21]([CH3:20])(=[O:23])=[O:22])[N:14]=[CH:15]3)=[CH:10][CH:9]=2)[CH:7]=1. The yield is 0.410. (4) The reactants are [OH:1][C:2]1[CH:3]=[C:4]([NH:8][C:9]2[N:14]=[C:13]([NH:15][C:16]3[CH:21]=[CH:20][CH:19]=[C:18]([OH:22])[CH:17]=3)[C:12]([F:23])=[CH:11][N:10]=2)[CH:5]=[CH:6][CH:7]=1.OC1C=C(C=CC=1[C:32]([O:34][CH3:35])=[O:33])N.ClC1N=C(Cl)C(F)=CN=1. No catalyst specified. The product is [OH:1][C:2]1[CH:3]=[C:4]([NH:8][C:9]2[N:14]=[C:13]([NH:15][C:16]3[CH:21]=[CH:20][C:19]([C:32]([O:34][CH3:35])=[O:33])=[C:18]([OH:22])[CH:17]=3)[C:12]([F:23])=[CH:11][N:10]=2)[CH:5]=[CH:6][C:7]=1[C:32]([O:34][CH3:35])=[O:33]. The yield is 0.410. (5) The reactants are [H-].[Na+].CS(C)=O.[I-].C[S+](C)(C)=O.[CH2:13]([C@:15]12[CH2:39][CH2:38][C:37](=[O:40])[CH2:36][C@H:16]1[CH2:17][CH2:18][CH2:19][C:20]1[CH:21]=[C:22]3[C:26](=[CH:27][C:28]=12)[CH:25]=[N:24][N:23]3[C:29]1[CH:34]=[CH:33][C:32]([F:35])=[CH:31][CH:30]=1)[CH3:14].[CH2:41]([C@@]12CCC(=O)C[C@@H]1CCCC1C=C3C(=CC=12)C=NN3C1C=CC(F)=CC=1)C. The catalyst is C1COCC1. The product is [CH2:13]([C:15]12[CH2:39][CH2:38][C:37]3([CH2:41][O:40]3)[CH2:36][CH:16]1[CH2:17][CH2:18][CH2:19][C:20]1[C:28]2=[CH:27][C:26]2[CH:25]=[N:24][N:23]([C:29]3[CH:30]=[CH:31][C:32]([F:35])=[CH:33][CH:34]=3)[C:22]=2[CH:21]=1)[CH3:14]. The yield is 0.890. (6) The reactants are [Li+].CC([N-]C(C)C)C.[C:9]1([C:15](=[C:18]2[CH2:23][CH2:22][N:21]([C:24](=[O:40])[C:25]([C:27]3[C:35]4[C:30](=[C:31]([O:38][CH3:39])[N:32]=[CH:33][C:34]=4[O:36][CH3:37])[NH:29][CH:28]=3)=[O:26])[CH2:20][CH2:19]2)[C:16]#[CH:17])[CH:14]=[CH:13][CH:12]=[CH:11][CH:10]=1.[C:41](=[O:43])=[O:42]. The catalyst is C1COCC1. The product is [C:9]1([C:15](=[C:18]2[CH2:19][CH2:20][N:21]([C:24](=[O:40])[C:25]([C:27]3[C:35]4[C:30](=[C:31]([O:38][CH3:39])[N:32]=[CH:33][C:34]=4[O:36][CH3:37])[NH:29][CH:28]=3)=[O:26])[CH2:22][CH2:23]2)[C:16]#[C:17][C:41]([OH:43])=[O:42])[CH:10]=[CH:11][CH:12]=[CH:13][CH:14]=1. The yield is 0.150. (7) The reactants are [CH3:1][C:2]1[CH:3]=[C:4]([OH:15])[C:5]([C:9]2[CH:10]=[N:11][CH:12]=[CH:13][CH:14]=2)=[N:6][C:7]=1[CH3:8].Cl[C:17]1[C:26]2[C:21](=[CH:22][C:23]([O:29][CH3:30])=[C:24]([O:27][CH3:28])[CH:25]=2)[N:20]=[CH:19][CH:18]=1. The catalyst is CN(C1C=CN=CC=1)C.ClC1C=CC=CC=1Cl. The product is [CH3:28][O:27][C:24]1[CH:25]=[C:26]2[C:21](=[CH:22][C:23]=1[O:29][CH3:30])[N:20]=[CH:19][CH:18]=[C:17]2[O:15][C:4]1[C:5]([C:9]2[CH:10]=[N:11][CH:12]=[CH:13][CH:14]=2)=[N:6][C:7]([CH3:8])=[C:2]([CH3:1])[CH:3]=1. The yield is 0.840.